From a dataset of Merck oncology drug combination screen with 23,052 pairs across 39 cell lines. Regression. Given two drug SMILES strings and cell line genomic features, predict the synergy score measuring deviation from expected non-interaction effect. (1) Drug 1: O=S1(=O)NC2(CN1CC(F)(F)F)C1CCC2Cc2cc(C=CCN3CCC(C(F)(F)F)CC3)ccc2C1. Drug 2: CCC1=CC2CN(C1)Cc1c([nH]c3ccccc13)C(C(=O)OC)(c1cc3c(cc1OC)N(C)C1C(O)(C(=O)OC)C(OC(C)=O)C4(CC)C=CCN5CCC31C54)C2. Cell line: OV90. Synergy scores: synergy=36.8. (2) Drug 2: N#Cc1ccc(Cn2cncc2CN2CCN(c3cccc(Cl)c3)C(=O)C2)cc1. Drug 1: O=S1(=O)NC2(CN1CC(F)(F)F)C1CCC2Cc2cc(C=CCN3CCC(C(F)(F)F)CC3)ccc2C1. Synergy scores: synergy=17.8. Cell line: HT29. (3) Synergy scores: synergy=57.6. Cell line: MSTO. Drug 1: N.N.O=C(O)C1(C(=O)O)CCC1.[Pt]. Drug 2: Cc1nc(Nc2ncc(C(=O)Nc3c(C)cccc3Cl)s2)cc(N2CCN(CCO)CC2)n1. (4) Drug 1: COc1cccc2c1C(=O)c1c(O)c3c(c(O)c1C2=O)CC(O)(C(=O)CO)CC3OC1CC(N)C(O)C(C)O1. Drug 2: N#Cc1ccc(Cn2cncc2CN2CCN(c3cccc(Cl)c3)C(=O)C2)cc1. Cell line: UACC62. Synergy scores: synergy=-7.86. (5) Drug 1: Cn1nnc2c(C(N)=O)ncn2c1=O. Drug 2: O=C(O)C1(Cc2cccc(Nc3nccs3)n2)CCC(Oc2cccc(Cl)c2F)CC1. Cell line: VCAP. Synergy scores: synergy=-8.77. (6) Drug 1: CN(C)C(=N)N=C(N)N. Drug 2: C=CCn1c(=O)c2cnc(Nc3ccc(N4CCN(C)CC4)cc3)nc2n1-c1cccc(C(C)(C)O)n1. Cell line: VCAP. Synergy scores: synergy=3.55. (7) Drug 1: O=C(O)C1(Cc2cccc(Nc3nccs3)n2)CCC(Oc2cccc(Cl)c2F)CC1. Drug 2: NC1(c2ccc(-c3nc4ccn5c(=O)[nH]nc5c4cc3-c3ccccc3)cc2)CCC1. Cell line: A2058. Synergy scores: synergy=2.18. (8) Cell line: DLD1. Synergy scores: synergy=8.10. Drug 2: O=C(O)C1(Cc2cccc(Nc3nccs3)n2)CCC(Oc2cccc(Cl)c2F)CC1. Drug 1: O=P1(N(CCCl)CCCl)NCCCO1. (9) Drug 1: CN1C(=O)C=CC2(C)C3CCC4(C)C(NC(=O)OCC(F)(F)F)CCC4C3CCC12. Drug 2: CC1(c2nc3c(C(N)=O)cccc3[nH]2)CCCN1. Cell line: A375. Synergy scores: synergy=-2.93. (10) Drug 1: Cn1nnc2c(C(N)=O)ncn2c1=O. Drug 2: COC1=C2CC(C)CC(OC)C(O)C(C)C=C(C)C(OC(N)=O)C(OC)C=CC=C(C)C(=O)NC(=CC1=O)C2=O. Cell line: COLO320DM. Synergy scores: synergy=-2.45.